From a dataset of KCNQ2 potassium channel screen with 302,405 compounds. Binary Classification. Given a drug SMILES string, predict its activity (active/inactive) in a high-throughput screening assay against a specified biological target. (1) The molecule is O=C1c2ncccc2/C(=N\Nc2cc(c(cc2)C)C)C=C1. The result is 0 (inactive). (2) The drug is S=C1NCCOCCOCCOCCNC(=S)NCCOCCOCCOCCN1. The result is 0 (inactive). (3) The molecule is n12nnnc2c(Nc2ccc(cc2)C)nc2c1cccc2. The result is 0 (inactive). (4) The molecule is Clc1c(=O)n(ncc1Cl)CC(=O)N(CC(=O)Nc1ccc(cc1)C)C. The result is 0 (inactive). (5) The compound is O=C(NCCCc1ccccc1)Cn1c(ccc1)C(=O)c1ccccc1. The result is 0 (inactive). (6) The molecule is O=C1N(C(=O)NC21CCCc1c2cccc1)Cc1oc(cc1)C(OC)=O. The result is 0 (inactive).